From a dataset of Full USPTO retrosynthesis dataset with 1.9M reactions from patents (1976-2016). Predict the reactants needed to synthesize the given product. (1) Given the product [O:23]1[CH2:24][CH2:25][N:26]([C:29]2[CH:34]=[C:33]([C:35]3[C:48]4[S:47][C:46]5[C:41](=[CH:42][C:43]([NH:49][CH:50]6[CH2:51][CH2:52][N:53]([CH2:7][C:8]([F:9])([F:10])[F:11])[CH2:54][CH2:55]6)=[CH:44][CH:45]=5)[S:40][C:39]=4[CH:38]=[CH:37][CH:36]=3)[NH:32][C:31](=[O:56])[CH:30]=2)[CH2:27][CH2:28]1, predict the reactants needed to synthesize it. The reactants are: FC(F)(F)S(O[CH2:7][C:8]([F:11])([F:10])[F:9])(=O)=O.C(N(CC)C(C)C)(C)C.[O:23]1[CH2:28][CH2:27][N:26]([C:29]2[CH:34]=[C:33]([C:35]3[C:48]4[S:47][C:46]5[C:41](=[CH:42][C:43]([NH:49][CH:50]6[CH2:55][CH2:54][NH:53][CH2:52][CH2:51]6)=[CH:44][CH:45]=5)[S:40][C:39]=4[CH:38]=[CH:37][CH:36]=3)[NH:32][C:31](=[O:56])[CH:30]=2)[CH2:25][CH2:24]1.C(OCC)(=O)C. (2) Given the product [C:10]([O:37][C:38]([CH:40]1[CH2:13][CH2:12][C:11](=[O:14])[CH:10]([CH2:15][N:16]=[N+:17]=[N-:18])[CH2:9]1)=[O:39])([CH3:15])([CH3:11])[CH3:9], predict the reactants needed to synthesize it. The reactants are: C(OC(N1[CH2:13][CH2:12][CH:11]([OH:14])[CH:10]([CH2:15][N:16]=[N+:17]=[N-:18])[CH2:9]1)=O)(C)(C)C.[CH3:40][C:38]([O:37]I1([O:37][C:38]([CH3:40])=[O:39])([O:37][C:38]([CH3:40])=[O:39])[O:37][C:38](=[O:39])[C:40]2C=CC=CC1=2)=[O:39]. (3) Given the product [CH:28]1([C:8]([N:5]2[CH2:6][CH2:7][C@@H:3]([C:1]#[N:2])[CH2:4]2)=[O:10])[CH2:30][CH2:29]1, predict the reactants needed to synthesize it. The reactants are: [C:1]([C@@H:3]1[CH2:7][CH2:6][N:5]([C:8]([O:10]C(C)(C)C)=O)[CH2:4]1)#[N:2].Cl.O1CCOCC1.CCN([CH:28]([CH3:30])[CH3:29])C(C)C.C1(C(Cl)=O)CC1.